Dataset: Reaction yield outcomes from USPTO patents with 853,638 reactions. Task: Predict the reaction yield, written as a fraction of the theoretical maximum amount of product (1.0 means a 100% yield; for example, 0.34 means a 34% yield). (1) The reactants are [CH3:1][C:2]1[C:7]([C:8]2[CH:13]=[CH:12][C:11]([N+]([O-])=O)=[CH:10][CH:9]=2)=[CH:6][C:5]([NH:17][C:18](=[O:29])[C:19]2[CH:24]=[CH:23][CH:22]=[C:21]([C:25]([F:28])([F:27])[F:26])[CH:20]=2)=[CH:4][CH:3]=1.O1CCOCC1.[OH-].[NH4+:37].S(S([O-])=O)([O-])=O.[Na+].[Na+]. The catalyst is O. The product is [NH2:37][C:4]1[CH:3]=[C:2]([CH3:1])[C:7]([C:8]2[CH:13]=[CH:12][CH:11]=[CH:10][CH:9]=2)=[CH:6][C:5]=1[NH:17][C:18](=[O:29])[C:19]1[CH:24]=[CH:23][CH:22]=[C:21]([C:25]([F:27])([F:26])[F:28])[CH:20]=1. The yield is 0.448. (2) The reactants are [CH3:1][C:2]1([C:7]2[CH:12]=[CH:11][CH:10]=[CH:9][C:8]=2Br)[O:6][CH2:5][CH2:4][O:3]1.C([Li])CCC.[CH3:19][C:20]1[C:21](=[O:28])[CH:22]([CH3:27])[CH:23]([CH3:26])[C:24]=1[CH3:25].C1(C)C=CC=CC=1. The catalyst is O1CCCC1.CCCCCC.O. The product is [CH3:1][C:2]1([C:7]2[CH:12]=[CH:11][CH:10]=[CH:9][C:8]=2[C:21]2([OH:28])[CH:22]([CH3:27])[CH:23]([CH3:26])[C:24]([CH3:25])=[C:20]2[CH3:19])[O:6][CH2:5][CH2:4][O:3]1. The yield is 0.350. (3) The reactants are [CH:1]1([C:4]2[CH:5]=[CH:6][C:7]([N+:27]([O-])=O)=[C:8]([NH:10][CH:11]3[CH2:16][CH2:15][N:14]([C@H:17]4[CH2:22][CH2:21][C@H:20]([O:23][CH2:24][CH2:25][CH3:26])[CH2:19][CH2:18]4)[CH2:13][CH2:12]3)[CH:9]=2)[CH2:3][CH2:2]1.O.NN. The catalyst is C(O)C.[Ni]. The product is [CH:1]1([C:4]2[CH:9]=[C:8]([NH:10][CH:11]3[CH2:12][CH2:13][N:14]([C@H:17]4[CH2:22][CH2:21][C@H:20]([O:23][CH2:24][CH2:25][CH3:26])[CH2:19][CH2:18]4)[CH2:15][CH2:16]3)[C:7]([NH2:27])=[CH:6][CH:5]=2)[CH2:2][CH2:3]1. The yield is 0.700. (4) The reactants are [C:1]1([C@@H:7]2[CH2:9][C@H:8]2[NH:10][C@@H:11]2[CH2:16][CH2:15][C@H:14]([NH:17]C(=O)OC(C)(C)C)[CH2:13][CH2:12]2)[CH:6]=[CH:5][CH:4]=[CH:3][CH:2]=1.[ClH:25]. The catalyst is O1CCOCC1. The product is [ClH:25].[C:1]1([C@@H:7]2[CH2:9][C@H:8]2[NH:10][C@H:11]2[CH2:12][CH2:13][C@@H:14]([NH2:17])[CH2:15][CH2:16]2)[CH:2]=[CH:3][CH:4]=[CH:5][CH:6]=1. The yield is 0.583. (5) The reactants are [CH3:1]C(C)([O-])C.[K+].O=[C:8]1[CH2:14][CH:13]2[N:15]([C:16]([O:18][C:19]([CH3:22])([CH3:21])[CH3:20])=[O:17])[CH:10]([CH2:11][CH2:12]2)[CH2:9]1. The catalyst is [Br-].C[P+](C1C=CC=CC=1)(C1C=CC=CC=1)C1C=CC=CC=1.O1CCCC1.CCCCCC. The product is [CH2:1]=[C:8]1[CH2:14][CH:13]2[N:15]([C:16]([O:18][C:19]([CH3:22])([CH3:21])[CH3:20])=[O:17])[CH:10]([CH2:11][CH2:12]2)[CH2:9]1. The yield is 0.910. (6) The reactants are [C:1]([O:5][C:6]([N:8]1[CH:13]2[CH2:14][CH2:15][CH:9]1[CH2:10][C:11](=[O:16])[CH2:12]2)=[O:7])([CH3:4])([CH3:3])[CH3:2].[Li+].C[Si]([N-][Si](C)(C)C)(C)C.C1C=CC(N([S:34]([C:37]([F:40])([F:39])[F:38])(=[O:36])=[O:35])[S:34]([C:37]([F:40])([F:39])[F:38])(=[O:36])=[O:35])=CC=1. The catalyst is C1COCC1. The yield is 0.250. The product is [C:1]([O:5][C:6]([N:8]1[CH:13]2[CH2:14][CH2:15][CH:9]1[CH:10]=[C:11]([O:16][S:34]([C:37]([F:40])([F:39])[F:38])(=[O:36])=[O:35])[CH2:12]2)=[O:7])([CH3:4])([CH3:2])[CH3:3]. (7) The reactants are [Br:1][C:2]1[CH:9]=[CH:8][C:5]([CH2:6][NH2:7])=[CH:4][CH:3]=1.CO[CH:12](OC)[C:13](=O)[CH3:14].[O-]S([O-])(=O)=O.[Mg+2].[BH3-]C#N.[Na+].ClS(O)(=O)=O.[OH-].[Na+]. The catalyst is ClCCCl. The product is [Br:1][C:2]1[CH:9]=[C:8]2[C:5](=[CH:4][CH:3]=1)[CH:6]=[N:7][C:13]([CH3:14])=[CH:12]2. The yield is 0.340.